This data is from Forward reaction prediction with 1.9M reactions from USPTO patents (1976-2016). The task is: Predict the product of the given reaction. (1) Given the reactants [CH3:1][Li].[OH:3][C:4]1[C:5]([CH3:23])=[C:6]2[C:11](=[C:12]([CH3:15])[C:13]=1[CH3:14])[O:10][C:9]([CH3:20])([C:16](NC)=[O:17])[CH:8](OC)[CH2:7]2.[NH4+].[Cl-], predict the reaction product. The product is: [OH:3][C:4]1[C:5]([CH3:23])=[C:6]2[C:11](=[C:12]([CH3:15])[C:13]=1[CH3:14])[O:10][C:9]([C:16](=[O:17])[CH3:1])([CH3:20])[CH2:8][CH2:7]2. (2) The product is: [C:1]([O:5][C:6]([N:8]1[CH2:13][CH2:12][CH2:11][C:10]2[NH:14][N:15]=[C:16]([C:17]3[CH:22]=[C:21]([Cl:23])[C:20]([OH:24])=[CH:19][C:18]=3[OH:32])[C:9]1=2)=[O:7])([CH3:4])([CH3:2])[CH3:3]. Given the reactants [C:1]([O:5][C:6]([N:8]1[CH2:13][CH2:12][CH2:11][C:10]2[NH:14][N:15]=[C:16]([C:17]3[CH:22]=[C:21]([Cl:23])[C:20]([O:24]CC4C=CC=CC=4)=[CH:19][C:18]=3[O:32]CC3C=CC=CC=3)[C:9]1=2)=[O:7])([CH3:4])([CH3:3])[CH3:2].C(OC(N1CCC2C(C3C=C(Cl)C(OCC4C=CC=CC=4)=CC=3OCC3C=CC=CC=3)=NNC=2C1)=O)(C)(C)C, predict the reaction product. (3) Given the reactants [C:1]1([C:7]2[NH:11][N:10]=[C:9]([C:12]([NH:14][CH2:15][C:16]([OH:18])=O)=[O:13])[CH:8]=2)[CH:6]=[CH:5][CH:4]=[CH:3][CH:2]=1.CCN(C(C)C)C(C)C.C1C=CC2N(O)N=NC=2C=1.CCN=C=NCCCN(C)C.Cl.Cl.[Cl:51][C:52]1[CH:64]=[CH:63][CH:62]=[CH:61][C:53]=1[O:54][CH:55]1[CH2:60][CH2:59][NH:58][CH2:57][CH2:56]1, predict the reaction product. The product is: [Cl:51][C:52]1[CH:64]=[CH:63][CH:62]=[CH:61][C:53]=1[O:54][CH:55]1[CH2:60][CH2:59][N:58]([C:16](=[O:18])[CH2:15][NH:14][C:12]([C:9]2[CH:8]=[C:7]([C:1]3[CH:2]=[CH:3][CH:4]=[CH:5][CH:6]=3)[NH:11][N:10]=2)=[O:13])[CH2:57][CH2:56]1. (4) Given the reactants Br[C:2]1[CH:6]=[CH:5][O:4][N:3]=1.C[O:8][C:9]([C:11]1[N:15]=[CH:14][NH:13][N:12]=1)=[O:10], predict the reaction product. The product is: [O:4]1[CH2:5][CH2:6][C:2]([N:13]2[CH:14]=[N:15][C:11]([C:9]([OH:10])=[O:8])=[N:12]2)=[N:3]1. (5) Given the reactants [CH2:1]([N:5]1[CH2:10][CH2:9][N:8]([C:11]([C:13]2[CH:20]=[CH:19][C:16]([CH:17]=O)=[CH:15][CH:14]=2)=[O:12])[CH2:7][CH2:6]1)[CH2:2][CH2:3][CH3:4].[NH:21]1[CH2:26][CH2:25][O:24][CH2:23][CH2:22]1, predict the reaction product. The product is: [CH2:1]([N:5]1[CH2:10][CH2:9][N:8]([C:11]([C:13]2[CH:20]=[CH:19][C:16]([CH2:17][N:21]3[CH2:26][CH2:25][O:24][CH2:23][CH2:22]3)=[CH:15][CH:14]=2)=[O:12])[CH2:7][CH2:6]1)[CH2:2][CH2:3][CH3:4].